Dataset: Full USPTO retrosynthesis dataset with 1.9M reactions from patents (1976-2016). Task: Predict the reactants needed to synthesize the given product. (1) Given the product [NH2:1][C:2]1[N:7]=[C:6]([NH:8][C:9]([C:11]2[CH:12]=[N:13][C:14]([Cl:17])=[CH:15][CH:16]=2)=[O:10])[C:5]([NH2:18])=[C:4]([C:21]2[O:22][CH:23]=[CH:24][CH:25]=2)[N:3]=1, predict the reactants needed to synthesize it. The reactants are: [NH2:1][C:2]1[N:7]=[C:6]([NH:8][C:9]([C:11]2[CH:12]=[N:13][C:14]([Cl:17])=[CH:15][CH:16]=2)=[O:10])[C:5]([N+:18]([O-])=O)=[C:4]([C:21]2[O:22][CH:23]=[CH:24][CH:25]=2)[N:3]=1. (2) Given the product [NH2:1][C:2]1[N:3]=[C:4]([C:21]2[CH:26]=[CH:25][CH:24]=[CH:23][CH:22]=2)[C:5]([C:11]2[CH:12]=[CH:13][C:14](=[O:20])[N:15]([CH:17]([CH3:19])[CH3:18])[N:16]=2)=[C:6]([NH:34][CH2:33][C:30]2[CH:31]=[CH:32][N:27]=[CH:28][CH:29]=2)[N:7]=1, predict the reactants needed to synthesize it. The reactants are: [NH2:1][C:2]1[N:7]=[C:6](S(C)=O)[C:5]([C:11]2[CH:12]=[CH:13][C:14](=[O:20])[N:15]([CH:17]([CH3:19])[CH3:18])[N:16]=2)=[C:4]([C:21]2[CH:26]=[CH:25][CH:24]=[CH:23][CH:22]=2)[N:3]=1.[N:27]1[CH:32]=[CH:31][C:30]([CH2:33][NH2:34])=[CH:29][CH:28]=1. (3) Given the product [C:26]([O:25][C:23]([N:20]1[CH2:21][CH2:22][CH:17]([CH2:16][CH2:15][CH2:14][O:1][C:2]2[CH:3]=[C:4]3[C:9](=[CH:10][CH:11]=2)[NH:8][C:7](=[O:12])[CH2:6][CH2:5]3)[CH2:18][CH2:19]1)=[O:24])([CH3:29])([CH3:28])[CH3:27], predict the reactants needed to synthesize it. The reactants are: [OH:1][C:2]1[CH:3]=[C:4]2[C:9](=[CH:10][CH:11]=1)[NH:8][C:7](=[O:12])[CH2:6][CH2:5]2.O[CH2:14][CH2:15][CH2:16][CH:17]1[CH2:22][CH2:21][N:20]([C:23]([O:25][C:26]([CH3:29])([CH3:28])[CH3:27])=[O:24])[CH2:19][CH2:18]1.C1C=CC(P(C2C=CC=CC=2)C2C=CC=CC=2)=CC=1.CC(OC(/N=N/C(OC(C)C)=O)=O)C.